Dataset: Reaction yield outcomes from USPTO patents with 853,638 reactions. Task: Predict the reaction yield, written as a fraction of the theoretical maximum amount of product (1.0 means a 100% yield; for example, 0.34 means a 34% yield). (1) The reactants are [Cl:1][C:2]1[N:3]=[C:4](Cl)[C:5]2[S:10][CH:9]=[CH:8][C:6]=2[N:7]=1.C([Sn](CCCC)(CCCC)[C:17]([O:19][CH2:20][CH3:21])=[CH2:18])CCC. No catalyst specified. The product is [Cl:1][C:2]1[N:3]=[C:4]([C:17]([O:19][CH2:20][CH3:21])=[CH2:18])[C:5]2[S:10][CH:9]=[CH:8][C:6]=2[N:7]=1. The yield is 0.680. (2) The reactants are Br[CH2:2][CH2:3][O:4][C:5]1[CH:10]=[CH:9][C:8]([NH:11][C:12](=[O:20])[C:13]2[CH:18]=[CH:17][CH:16]=[C:15]([F:19])[CH:14]=2)=[CH:7][C:6]=1[C:21]1[N:22]([CH3:26])[N:23]=[CH:24][CH:25]=1.[C:27]([N:30]1[CH2:35][CH2:34][NH:33][CH2:32][CH2:31]1)(=[O:29])[CH3:28].C(=O)([O-])[O-].[K+].[K+]. The catalyst is CN(C=O)C. The product is [C:27]([N:30]1[CH2:35][CH2:34][N:33]([CH2:2][CH2:3][O:4][C:5]2[CH:10]=[CH:9][C:8]([NH:11][C:12](=[O:20])[C:13]3[CH:18]=[CH:17][CH:16]=[C:15]([F:19])[CH:14]=3)=[CH:7][C:6]=2[C:21]2[N:22]([CH3:26])[N:23]=[CH:24][CH:25]=2)[CH2:32][CH2:31]1)(=[O:29])[CH3:28]. The yield is 0.640. (3) The reactants are [CH2:1]([O:5][C:6](=[O:10])[C:7]([CH3:9])=[CH2:8])[CH:2]1[O:4][CH2:3]1.C[O:12]C1C=CC(O)=CC=1.S(=O)(=O)(O)O.S([O-])([O-])(=O)=O.[Na+].[Na+]. The catalyst is O. The product is [C:6]([O:5][CH2:1][CH:2]([CH2:3][OH:12])[OH:4])(=[O:10])[C:7]([CH3:9])=[CH2:8]. The yield is 0.800. (4) The reactants are [OH:1][C:2]1[CH:11]=[CH:10][C:5]2[C:6](=[O:9])[CH2:7][O:8][C:4]=2[C:3]=1[CH2:12][N:13]1[CH2:18][CH2:17][N:16]([C:19]([O:21][C:22]([CH3:25])([CH3:24])[CH3:23])=[O:20])[CH2:15][CH2:14]1.[CH2:26](O)[CH2:27][CH3:28].C1(P(C2C=CC=CC=2)C2C=CC=CC=2)C=CC=CC=1.N(C(OCC)=O)=NC(OCC)=O. The catalyst is C1(C)C=CC=CC=1. The product is [O:9]=[C:6]1[C:5]2[CH:10]=[CH:11][C:2]([O:1][CH2:26][CH2:27][CH3:28])=[C:3]([CH2:12][N:13]3[CH2:14][CH2:15][N:16]([C:19]([O:21][C:22]([CH3:25])([CH3:24])[CH3:23])=[O:20])[CH2:17][CH2:18]3)[C:4]=2[O:8][CH2:7]1. The yield is 0.350. (5) The reactants are [NH2:1][CH2:2][CH2:3][CH2:4][OH:5].[C:6](O[C:6]([O:8][C:9]([CH3:12])([CH3:11])[CH3:10])=[O:7])([O:8][C:9]([CH3:12])([CH3:11])[CH3:10])=[O:7].Cl.[OH-].[Na+]. The catalyst is O1CCOCC1. The product is [OH:5][CH2:4][CH2:3][CH2:2][NH:1][C:6](=[O:7])[O:8][C:9]([CH3:12])([CH3:11])[CH3:10]. The yield is 0.940. (6) The catalyst is CN(C=O)C. The reactants are [Br:1][C:2]1[CH:3]=[C:4]([N+:12]([O-:14])=[O:13])[C:5]([CH3:11])=[C:6]([CH:10]=1)[C:7]([OH:9])=[O:8].[C:15](=O)([O-])[O-].[Na+].[Na+].CI. The yield is 0.990. The product is [Br:1][C:2]1[CH:3]=[C:4]([N+:12]([O-:14])=[O:13])[C:5]([CH3:11])=[C:6]([CH:10]=1)[C:7]([O:9][CH3:15])=[O:8]. (7) The reactants are [OH:1][C:2]1[CH:3]=[C:4]([CH:7]=[CH:8][CH:9]=1)[CH:5]=[O:6].[C:10](OC(=N)C(Cl)(Cl)Cl)([CH3:13])([CH3:12])[CH3:11].B(F)(F)F.CCOCC.C(=O)(O)[O-].[Na+]. The catalyst is C(Cl)Cl.C1CCCCC1.CCCCCC.C(OCC)(=O)C. The product is [C:10]([O:1][C:2]1[CH:3]=[C:4]([CH:7]=[CH:8][CH:9]=1)[CH:5]=[O:6])([CH3:13])([CH3:12])[CH3:11]. The yield is 0.320. (8) The reactants are [CH2:1]([C:8]1([O:13][C:14]([NH:16][C@@H:17]([CH2:22][CH2:23][CH2:24][CH3:25])[C:18](OC)=[O:19])=[O:15])[CH2:12][CH2:11][CH2:10][CH2:9]1)[C:2]1[CH:7]=[CH:6][CH:5]=[CH:4][CH:3]=1.O.[OH-].[Li+].[C:29]1([P:35](=[CH:48][C:49]#[N:50])([C:42]2[CH:47]=[CH:46][CH:45]=[CH:44][CH:43]=2)[C:36]2[CH:41]=[CH:40][CH:39]=[CH:38][CH:37]=2)[CH:34]=[CH:33][CH:32]=[CH:31][CH:30]=1.O. The catalyst is O1CCCC1.O.CN(C)C1C=CN=CC=1. The product is [C:49]([C:48](=[P:35]([C:36]1[CH:41]=[CH:40][CH:39]=[CH:38][CH:37]=1)([C:42]1[CH:47]=[CH:46][CH:45]=[CH:44][CH:43]=1)[C:29]1[CH:30]=[CH:31][CH:32]=[CH:33][CH:34]=1)[C:18]([C@@H:17]([NH:16][C:14](=[O:15])[O:13][C:8]1([CH2:1][C:2]2[CH:7]=[CH:6][CH:5]=[CH:4][CH:3]=2)[CH2:12][CH2:11][CH2:10][CH2:9]1)[CH2:22][CH2:23][CH2:24][CH3:25])=[O:19])#[N:50]. The yield is 0.340.